From a dataset of Merck oncology drug combination screen with 23,052 pairs across 39 cell lines. Regression. Given two drug SMILES strings and cell line genomic features, predict the synergy score measuring deviation from expected non-interaction effect. Drug 1: O=c1[nH]cc(F)c(=O)[nH]1. Drug 2: CCc1cnn2c(NCc3ccc[n+]([O-])c3)cc(N3CCCCC3CCO)nc12. Cell line: VCAP. Synergy scores: synergy=14.4.